Dataset: NCI-60 drug combinations with 297,098 pairs across 59 cell lines. Task: Regression. Given two drug SMILES strings and cell line genomic features, predict the synergy score measuring deviation from expected non-interaction effect. (1) Drug 1: C1=CC(=CC=C1CC(C(=O)O)N)N(CCCl)CCCl.Cl. Drug 2: C(CC(=O)O)C(=O)CN.Cl. Cell line: SF-539. Synergy scores: CSS=27.0, Synergy_ZIP=-7.54, Synergy_Bliss=-1.06, Synergy_Loewe=-5.54, Synergy_HSA=-1.32. (2) Drug 1: CCCS(=O)(=O)NC1=C(C(=C(C=C1)F)C(=O)C2=CNC3=C2C=C(C=N3)C4=CC=C(C=C4)Cl)F. Drug 2: C1=CC(=CC=C1CC(C(=O)O)N)N(CCCl)CCCl.Cl. Synergy scores: CSS=20.4, Synergy_ZIP=0.445, Synergy_Bliss=9.79, Synergy_Loewe=-32.7, Synergy_HSA=4.39. Cell line: K-562. (3) Drug 1: CC(CN1CC(=O)NC(=O)C1)N2CC(=O)NC(=O)C2. Drug 2: C1C(C(OC1N2C=C(C(=O)NC2=O)F)CO)O. Cell line: NCI-H226. Synergy scores: CSS=8.55, Synergy_ZIP=-3.00, Synergy_Bliss=0.403, Synergy_Loewe=0.264, Synergy_HSA=0.396. (4) Drug 1: C1CN1C2=NC(=NC(=N2)N3CC3)N4CC4. Drug 2: C1C(C(OC1N2C=NC(=NC2=O)N)CO)O. Cell line: SF-539. Synergy scores: CSS=31.0, Synergy_ZIP=-1.95, Synergy_Bliss=-3.68, Synergy_Loewe=-10.3, Synergy_HSA=-4.41. (5) Drug 1: CN1C2=C(C=C(C=C2)N(CCCl)CCCl)N=C1CCCC(=O)O.Cl. Drug 2: CN(C(=O)NC(C=O)C(C(C(CO)O)O)O)N=O. Cell line: UACC-257. Synergy scores: CSS=-1.17, Synergy_ZIP=-0.217, Synergy_Bliss=-2.01, Synergy_Loewe=-1.99, Synergy_HSA=-2.61.